From a dataset of NCI-60 drug combinations with 297,098 pairs across 59 cell lines. Regression. Given two drug SMILES strings and cell line genomic features, predict the synergy score measuring deviation from expected non-interaction effect. (1) Drug 1: C1=C(C(=O)NC(=O)N1)F. Cell line: HOP-92. Drug 2: CC=C1C(=O)NC(C(=O)OC2CC(=O)NC(C(=O)NC(CSSCCC=C2)C(=O)N1)C(C)C)C(C)C. Synergy scores: CSS=28.8, Synergy_ZIP=-6.31, Synergy_Bliss=-7.72, Synergy_Loewe=-6.71, Synergy_HSA=-5.26. (2) Drug 1: COC1=NC(=NC2=C1N=CN2C3C(C(C(O3)CO)O)O)N. Drug 2: C1C(C(OC1N2C=NC3=C2NC=NCC3O)CO)O. Cell line: MALME-3M. Synergy scores: CSS=-2.04, Synergy_ZIP=1.58, Synergy_Bliss=1.48, Synergy_Loewe=-5.00, Synergy_HSA=-4.26. (3) Drug 1: CC1CCC2CC(C(=CC=CC=CC(CC(C(=O)C(C(C(=CC(C(=O)CC(OC(=O)C3CCCCN3C(=O)C(=O)C1(O2)O)C(C)CC4CCC(C(C4)OC)O)C)C)O)OC)C)C)C)OC. Drug 2: C1CN(CCN1C(=O)CCBr)C(=O)CCBr. Cell line: UACC-257. Synergy scores: CSS=13.0, Synergy_ZIP=0.0877, Synergy_Bliss=-3.43, Synergy_Loewe=-1.16, Synergy_HSA=-1.66. (4) Drug 1: C1=CC=C(C=C1)NC(=O)CCCCCCC(=O)NO. Drug 2: C1CN(CCN1C(=O)CCBr)C(=O)CCBr. Cell line: HCC-2998. Synergy scores: CSS=16.4, Synergy_ZIP=-4.02, Synergy_Bliss=-2.46, Synergy_Loewe=0.223, Synergy_HSA=0.760. (5) Drug 1: C1CN1P(=S)(N2CC2)N3CC3. Drug 2: C1=NC2=C(N=C(N=C2N1C3C(C(C(O3)CO)O)F)Cl)N. Cell line: CAKI-1. Synergy scores: CSS=21.3, Synergy_ZIP=1.92, Synergy_Bliss=4.97, Synergy_Loewe=-38.6, Synergy_HSA=-6.76.